This data is from Forward reaction prediction with 1.9M reactions from USPTO patents (1976-2016). The task is: Predict the product of the given reaction. Given the reactants C(OC([N:8]([CH2:45][C:46]([OH:48])=[O:47])[CH2:9][C:10]([N:12]1[CH2:17][CH2:16][CH:15]([CH2:18][N:19](C(OC(C)(C)C)=O)[C@@H:20]([C:22]2[C:31]3[C:26](=[CH:27][CH:28]=[CH:29][CH:30]=3)[CH:25]=[CH:24][CH:23]=2)[CH3:21])[CH:14]([C:39]2[CH:44]=[CH:43][CH:42]=[CH:41][CH:40]=2)[CH2:13]1)=[O:11])=O)(C)(C)C.[ClH:49].O1CCOCC1, predict the reaction product. The product is: [ClH:49].[C:22]1([C@H:20]([NH:19][CH2:18][CH:15]2[CH2:16][CH2:17][N:12]([C:10](=[O:11])[CH2:9][NH:8][CH2:45][C:46]([OH:48])=[O:47])[CH2:13][CH:14]2[C:39]2[CH:40]=[CH:41][CH:42]=[CH:43][CH:44]=2)[CH3:21])[C:31]2[C:26](=[CH:27][CH:28]=[CH:29][CH:30]=2)[CH:25]=[CH:24][CH:23]=1.